This data is from Cav3 T-type calcium channel HTS with 100,875 compounds. The task is: Binary Classification. Given a drug SMILES string, predict its activity (active/inactive) in a high-throughput screening assay against a specified biological target. (1) The result is 0 (inactive). The drug is O=C(NC1CC2N(C(C1)CCC2)CC=C)Nc1cc(ccc1)C(=O)C. (2) The result is 0 (inactive). The compound is S(=O)(=O)(Nc1noc(c1)C)c1ccc(NC(=O)c2oc3c(c2)cccc3)cc1. (3) The molecule is S(=O)(=O)(N(CC)CC)c1cc(C(=O)NCCCN2CCOCC2)c(F)cc1. The result is 0 (inactive). (4) The compound is Clc1ccc(Cn2c(=O)c3n(c(OCC=C)nc3n(c2=O)C)C)cc1. The result is 0 (inactive).